Dataset: Forward reaction prediction with 1.9M reactions from USPTO patents (1976-2016). Task: Predict the product of the given reaction. The product is: [CH3:1][O:2][C:3](=[O:15])[C:4]1[CH:9]=[C:8]([I:10])[CH:7]=[C:6]([NH2:11])[C:5]=1[F:14]. Given the reactants [CH3:1][O:2][C:3](=[O:15])[C:4]1[CH:9]=[C:8]([I:10])[CH:7]=[C:6]([N+:11]([O-])=O)[C:5]=1[F:14].Cl[Sn]Cl, predict the reaction product.